From a dataset of Forward reaction prediction with 1.9M reactions from USPTO patents (1976-2016). Predict the product of the given reaction. (1) Given the reactants [NH:1]=[C:2]([C:13]1[CH:18]=[CH:17][CH:16]=[C:15]([NH:19][C:20]([NH:22][C:23]2[CH:28]=[CH:27][C:26]([S:29](=[O:43])(=[O:42])[NH:30][CH2:31][C:32]3[CH:37]=[CH:36][C:35]([S:38](=[O:41])(=[O:40])[NH2:39])=[CH:34][CH:33]=3)=[CH:25][CH:24]=2)=[O:21])[CH:14]=1)[N:3]1[CH2:8][CH2:7][N:6]([C:9]([O:11][CH3:12])=[O:10])[CH2:5][CH2:4]1.CCN(C(C)C)C(C)C.[C:53](Cl)(=[O:55])[CH3:54].O, predict the reaction product. The product is: [C:53]([N:1]=[C:2]([C:13]1[CH:18]=[CH:17][CH:16]=[C:15]([NH:19][C:20]([NH:22][C:23]2[CH:24]=[CH:25][C:26]([S:29](=[O:42])(=[O:43])[NH:30][CH2:31][C:32]3[CH:37]=[CH:36][C:35]([S:38](=[O:41])(=[O:40])[NH2:39])=[CH:34][CH:33]=3)=[CH:27][CH:28]=2)=[O:21])[CH:14]=1)[N:3]1[CH2:4][CH2:5][N:6]([C:9]([O:11][CH3:12])=[O:10])[CH2:7][CH2:8]1)(=[O:55])[CH3:54]. (2) Given the reactants Cl[C:2]1[CH:7]=[CH:6][N:5]=[C:4]2[CH:8]=[C:9]([C:11]3[N:16]=[C:15]([C:17]([N:19]4[CH2:24][CH2:23][O:22][CH2:21][CH2:20]4)=[O:18])[CH:14]=[CH:13][CH:12]=3)[S:10][C:3]=12.[CH3:25][C:26]1[NH:27][C:28]2[C:33]([CH:34]=1)=[CH:32][C:31]([NH2:35])=[CH:30][CH:29]=2, predict the reaction product. The product is: [CH3:25][C:26]1[NH:27][C:28]2[C:33]([CH:34]=1)=[CH:32][C:31]([NH:35][C:2]1[CH:7]=[CH:6][N:5]=[C:4]3[CH:8]=[C:9]([C:11]4[N:16]=[C:15]([C:17]([N:19]5[CH2:24][CH2:23][O:22][CH2:21][CH2:20]5)=[O:18])[CH:14]=[CH:13][CH:12]=4)[S:10][C:3]=13)=[CH:30][CH:29]=2. (3) Given the reactants Cl.[NH2:2][CH2:3][C:4]1[CH:25]=[CH:24][C:7]([C:8]([NH:10][C:11]2[CH:16]=[CH:15][C:14]([Cl:17])=[C:13]([C:18]3[CH:23]=[CH:22][CH:21]=[CH:20][N:19]=3)[CH:12]=2)=[O:9])=[C:6]([Cl:26])[CH:5]=1.[NH:27]1[CH2:31][CH2:30][N:29]=[C:28]1N1C(C)=CC(C)=N1.CCN(C(C)C)C(C)C, predict the reaction product. The product is: [Cl:26][C:6]1[CH:5]=[C:4]([CH2:3][NH:2][C:28]2[NH:29][CH2:30][CH2:31][N:27]=2)[CH:25]=[CH:24][C:7]=1[C:8]([NH:10][C:11]1[CH:16]=[CH:15][C:14]([Cl:17])=[C:13]([C:18]2[CH:23]=[CH:22][CH:21]=[CH:20][N:19]=2)[CH:12]=1)=[O:9]. (4) Given the reactants F[C:2]1[CH:3]=[C:4]([CH:14]=[C:15]([F:20])[C:16]=1[N+:17]([O-])=O)[O:5][CH2:6][C:7]1[CH:12]=[CH:11][C:10]([CH3:13])=[CH:9][N:8]=1.[Br:21][C:22]1[CH:27]=[CH:26][CH:25]=[CH:24][C:23]=1[CH2:28][NH2:29].[C:30]1(=[O:40])[C:34]2([CH2:38][CH2:37][CH2:36][CH2:35]2)[CH2:33][C:32](=O)[O:31]1, predict the reaction product. The product is: [Br:21][C:22]1[CH:27]=[CH:26][CH:25]=[CH:24][C:23]=1[CH2:28][N:29]1[C:2]2[CH:3]=[C:4]([O:5][CH2:6][C:7]3[CH:12]=[CH:11][C:10]([CH3:13])=[CH:9][N:8]=3)[CH:14]=[C:15]([F:20])[C:16]=2[N:17]=[C:32]1[CH2:33][C:34]1([C:30]([OH:40])=[O:31])[CH2:38][CH2:37][CH2:36][CH2:35]1. (5) Given the reactants [O:1]=[C:2]1[NH:6][C:5](=[O:7])[C:4](=[CH:8][C:9]2[CH:10]=[CH:11][C:12]3[O:16][CH:15]=[C:14]([CH:17]=[CH:18][C:19]([OH:21])=O)[C:13]=3[CH:22]=2)[S:3]1.CCN(C(C)C)C(C)C.[NH:32]1[CH2:37][CH2:36][CH2:35][CH2:34][CH2:33]1.C1CN([P+](ON2N=NC3C=CC=CC2=3)(N2CCCC2)N2CCCC2)CC1.F[P-](F)(F)(F)(F)F, predict the reaction product. The product is: [O:21]=[C:19]([N:32]1[CH2:37][CH2:36][CH2:35][CH2:34][CH2:33]1)[CH:18]=[CH:17][C:14]1[C:13]2[CH:22]=[C:9]([CH:8]=[C:4]3[S:3][C:2](=[O:1])[NH:6][C:5]3=[O:7])[CH:10]=[CH:11][C:12]=2[O:16][CH:15]=1. (6) Given the reactants [CH3:1][O:2][C:3]1[C:8]2[CH2:9][CH2:10][CH2:11][CH:12]([N:14]3[CH2:19][CH2:18][O:17][CH2:16][CH2:15]3)[CH2:13][C:7]=2[C:6]([N+:20]([O-])=O)=[CH:5][CH:4]=1, predict the reaction product. The product is: [CH3:1][O:2][C:3]1[C:8]2[CH2:9][CH2:10][CH2:11][CH:12]([N:14]3[CH2:15][CH2:16][O:17][CH2:18][CH2:19]3)[CH2:13][C:7]=2[C:6]([NH2:20])=[CH:5][CH:4]=1. (7) The product is: [CH3:1][C:2]1[O:18][N:17]=[C:5]([C:7]2([C:10]([OH:12])=[O:11])[CH2:8][CH2:9]2)[CH:6]=1. Given the reactants [CH3:1][C:2]1[CH:6]=[C:5]([C:7]2([C:10]([OH:12])=[O:11])[CH2:9][CH2:8]2)ON=1.CC1[O:18][N:17]=C(C(OCC)=O)C=1, predict the reaction product.